From a dataset of Reaction yield outcomes from USPTO patents with 853,638 reactions. Predict the reaction yield, written as a fraction of the theoretical maximum amount of product (1.0 means a 100% yield; for example, 0.34 means a 34% yield). (1) The reactants are [Br:1][C:2]1[CH:15]=[CH:14][C:13]2[C:12]([C:17]3[CH:22]=[CH:21][CH:20]=[CH:19][CH:18]=3)(O)[C:11]3[CH:10]=[C:9]4[C:23]5[C:28]([C:29]([CH3:31])([CH3:30])[C:8]4=[CH:7][C:6]=3[C:5]([C:33]3[CH:38]=[CH:37][CH:36]=[CH:35][CH:34]=3)(O)[C:4]=2[CH:3]=1)=[CH:27][CH:26]=[CH:25][CH:24]=5.[I-].[K+].[PH2]([O-])=O.[Na+]. The catalyst is C(O)(=O)C. The product is [Br:1][C:2]1[CH:15]=[CH:14][C:13]2[C:4](=[C:5]([C:33]3[CH:34]=[CH:35][CH:36]=[CH:37][CH:38]=3)[C:6]3[CH:7]=[C:8]4[C:29]([CH3:30])([CH3:31])[C:28]5[C:23](=[CH:24][CH:25]=[CH:26][CH:27]=5)[C:9]4=[CH:10][C:11]=3[C:12]=2[C:17]2[CH:18]=[CH:19][CH:20]=[CH:21][CH:22]=2)[CH:3]=1. The yield is 0.740. (2) The reactants are [NH2:1][C@@H:2]([C:5]([OH:7])=[O:6])[CH2:3][OH:4].[CH:8]1([C:14]([O:16][CH2:17][CH2:18][O:19][C:20](ON2C(=O)CCC2=O)=[O:21])=[O:15])[CH2:13][CH2:12][CH2:11][CH2:10][CH2:9]1. No catalyst specified. The product is [CH:8]1([C:14]([O:16][CH2:17][CH2:18][O:19][C:20]([NH:1][C@H:2]([CH2:3][OH:4])[C:5]([OH:7])=[O:6])=[O:21])=[O:15])[CH2:9][CH2:10][CH2:11][CH2:12][CH2:13]1. The yield is 0.580. (3) The product is [CH3:5][C:6]1[CH:7]=[C:8]([O:20][C:22]2[C:31]3[C:26](=[CH:27][CH:28]=[CH:29][CH:30]=3)[N:25]=[CH:24][CH:23]=2)[C:9]([C:13]2[CH:18]=[CH:17][C:16]([CH3:19])=[CH:15][N:14]=2)=[N:10][C:11]=1[CH3:12]. The yield is 0.720. The catalyst is O. The reactants are CS(C)=O.[CH3:5][C:6]1[CH:7]=[C:8]([OH:20])[C:9]([C:13]2[CH:18]=[CH:17][C:16]([CH3:19])=[CH:15][N:14]=2)=[N:10][C:11]=1[CH3:12].Cl[C:22]1[C:31]2[C:26](=[CH:27][CH:28]=[CH:29][CH:30]=2)[N:25]=[CH:24][CH:23]=1.C(=O)([O-])[O-].[Cs+].[Cs+]. (4) The reactants are [CH3:1][N:2]([CH3:24])[CH2:3][CH2:4][N:5]([CH3:23])[C:6](=[O:22])[CH2:7][C:8]([NH:11][C:12](=[O:21])[O:13][CH2:14][C:15]1[CH:20]=[CH:19][CH:18]=[CH:17][CH:16]=1)([CH3:10])[CH3:9].[CH3:25][I:26]. The catalyst is C(O)C. The product is [I-:26].[CH2:14]([O:13][C:12]([NH:11][C:8]([CH3:10])([CH3:9])[CH2:7][C:6]([N:5]([CH2:4][CH2:3][N+:2]([CH3:25])([CH3:1])[CH3:24])[CH3:23])=[O:22])=[O:21])[C:15]1[CH:20]=[CH:19][CH:18]=[CH:17][CH:16]=1. The yield is 0.740. (5) The reactants are [CH2:1]([O:8][C@@H:9]1[C@@H:15]([O:16][CH2:17][C:18]2[CH:23]=[CH:22][CH:21]=[CH:20][CH:19]=2)[C@@H:14]([O:24][CH2:25][C:26]2[CH:31]=[CH:30][CH:29]=[CH:28][CH:27]=2)[C@@H:13]([CH2:32][O:33][CH2:34][C:35]2[CH:40]=[CH:39][CH:38]=[CH:37][CH:36]=2)[O:12][CH:10]1[OH:11])[C:2]1[CH:7]=[CH:6][CH:5]=[CH:4][CH:3]=1.[BH4-].[Na+]. The catalyst is C(O)C. The product is [CH2:1]([O:8][C@H:9]([C@H:15]([C@H:14]([C@@H:13]([CH2:32][O:33][CH2:34][C:35]1[CH:36]=[CH:37][CH:38]=[CH:39][CH:40]=1)[OH:12])[O:24][CH2:25][C:26]1[CH:27]=[CH:28][CH:29]=[CH:30][CH:31]=1)[O:16][CH2:17][C:18]1[CH:23]=[CH:22][CH:21]=[CH:20][CH:19]=1)[CH2:10][OH:11])[C:2]1[CH:3]=[CH:4][CH:5]=[CH:6][CH:7]=1. The yield is 0.910.